This data is from Peptide-MHC class I binding affinity with 185,985 pairs from IEDB/IMGT. The task is: Regression. Given a peptide amino acid sequence and an MHC pseudo amino acid sequence, predict their binding affinity value. This is MHC class I binding data. (1) The peptide sequence is QLGIPHPAG. The MHC is Mamu-A2601 with pseudo-sequence Mamu-A2601. The binding affinity (normalized) is 0.0545. (2) The peptide sequence is AGSYRDWSY. The MHC is HLA-A30:02 with pseudo-sequence HLA-A30:02. The binding affinity (normalized) is 0.795. (3) The peptide sequence is SVITQACPKI. The MHC is H-2-Kb with pseudo-sequence H-2-Kb. The binding affinity (normalized) is 0.300. (4) The MHC is Patr-B0101 with pseudo-sequence Patr-B0101. The peptide sequence is LVNHYFQTRHY. The binding affinity (normalized) is 0. (5) The peptide sequence is RRDNRRGF. The MHC is Mamu-B08 with pseudo-sequence Mamu-B08. The binding affinity (normalized) is 0.527.